Task: Predict which catalyst facilitates the given reaction.. Dataset: Catalyst prediction with 721,799 reactions and 888 catalyst types from USPTO Reactant: [NH2:1][C@@H:2]1[CH2:7][CH2:6][CH2:5][N:4]([C:8]([O:10][C:11]([CH3:14])([CH3:13])[CH3:12])=[O:9])[CH2:3]1.[H-].[Na+]. Product: [O:9]=[C:8]1[NH:4][CH2:3][CH2:2][CH2:7][N:1]1[C@@H:2]1[CH2:7][CH2:6][CH2:5][N:4]([C:8]([O:10][C:11]([CH3:14])([CH3:13])[CH3:12])=[O:9])[CH2:3]1. The catalyst class is: 49.